This data is from Full USPTO retrosynthesis dataset with 1.9M reactions from patents (1976-2016). The task is: Predict the reactants needed to synthesize the given product. (1) Given the product [N:14]1([C:128]2[CH:129]=[CH:130][C:131]([NH:135][C:136](=[O:152])[CH2:137][CH2:138][C:139]3[C:140](=[O:42])[C:141]([CH3:146])=[C:142]([CH3:151])[C:143](=[O:150])[C:144]=3[CH3:149])=[CH:132][CH:133]=2)[CH:17]=[CH:18][N:25]=[CH:26]1, predict the reactants needed to synthesize it. The reactants are: C(N1CC[N:14]([CH2:17][CH:18]([NH:25][C:26](=O)CCCC2C(=O)C(C)=C(C)C(=O)C=2C)C2C=CC=CC=2)CC1)CCCCCCCCC.[OH:42]CCCCCCCCCCN1CCN(CC(NC(=O)CCCC2C(=O)C(C)=C(C)C(=O)C=2C)C2C=CC=CC=2)CC1.OCCCCCCCCCCN1CCN(C(=O)C(NC(=O)CCCC2C(=O)C(C)=C(C)C(=O)C=2C)C2C=CC=CC=2)CC1.O[C:128]1[C:133](C)=[CH:132][C:131]([NH:135][C:136](=[O:152])[CH2:137][CH2:138][CH2:139][CH2:140][C:141]2[C:146](=O)C(C)=[C:144]([CH3:149])[C:143](=[O:150])[C:142]=2[CH3:151])=[CH:130][C:129]=1C.OC1C(C)=C(C)C(O)=C(C)C=1CCCCC(NC1C=C(C)C(O)=C(C)C=1)=O. (2) Given the product [CH2:1]1[CH:10]2[N:5]([CH2:6][CH2:7][CH2:8][CH2:9]2)[CH2:4][CH:3]([CH2:11][OH:12])[CH2:2]1, predict the reactants needed to synthesize it. The reactants are: [CH2:1]1[CH:10]2[N:5]([CH2:6][CH2:7][CH2:8][CH2:9]2)[CH2:4][CH:3]([C:11](OCC)=[O:12])[CH2:2]1.[H-].[Al+3].[Li+].[H-].[H-].[H-].C(OCC)(=O)C.[OH-].[Na+]. (3) The reactants are: [F:1][C:2]1[CH:19]=[CH:18][C:5]([CH2:6][O:7][C:8]2[CH:13]=[CH:12][CH:11]=[CH:10][C:9]=2[CH2:14][C:15](O)=[O:16])=[CH:4][CH:3]=1.C(N1C=CN=C1)(N1C=CN=C1)=O.N1C=CN=C1.[H-].[Na+].[NH2:39][C:40]1[S:41][S:42][C:43](=[S:45])[N:44]=1. Given the product [F:1][C:2]1[CH:19]=[CH:18][C:5]([CH2:6][O:7][C:8]2[CH:13]=[CH:12][CH:11]=[CH:10][C:9]=2[CH2:14][C:15]([NH:39][C:40]2[S:41][S:42][C:43](=[S:45])[N:44]=2)=[O:16])=[CH:4][CH:3]=1, predict the reactants needed to synthesize it. (4) The reactants are: Br[C:2]1[C:3]([O:15][C:16]2[C:21]([F:22])=[CH:20][CH:19]=[CH:18][C:17]=2[F:23])=[CH:4][C:5]([NH:8][C:9]2[S:10][CH:11]=[C:12]([CH3:14])[N:13]=2)=[N:6][CH:7]=1.[Li]C.C([Li])CCC.C([O:34]B(OC(C)C)OC(C)C)(C)C.[OH-].[Na+].OO. Given the product [F:23][C:17]1[CH:18]=[CH:19][CH:20]=[C:21]([F:22])[C:16]=1[O:15][C:3]1[CH:4]=[C:5]([NH:8][C:9]2[S:10][CH:11]=[C:12]([CH3:14])[N:13]=2)[N:6]=[CH:7][C:2]=1[OH:34], predict the reactants needed to synthesize it. (5) Given the product [F:1][C:2]1[CH:28]=[CH:27][CH:26]=[CH:25][C:3]=1[O:4][C:5]1[C:13]2[C:8](=[CH:9][CH:10]=[CH:11][CH:12]=2)[N:7]([C:14]2[N:19]=[C:18]([NH2:20])[C:17]([NH2:21])=[C:16]([NH2:24])[N:15]=2)[N:6]=1, predict the reactants needed to synthesize it. The reactants are: [F:1][C:2]1[CH:28]=[CH:27][CH:26]=[CH:25][C:3]=1[O:4][C:5]1[C:13]2[C:8](=[CH:9][CH:10]=[CH:11][CH:12]=2)[N:7]([C:14]2[N:19]=[C:18]([NH2:20])[C:17]([N+:21]([O-])=O)=[C:16]([NH2:24])[N:15]=2)[N:6]=1. (6) Given the product [F:28][C:12]1[CH:11]=[C:10]([C:4]2[CH:3]=[N:2][N:1]([CH2:38][CH2:30][CH3:31])[CH:5]=2)[CH:15]=[CH:14][C:13]=1[NH:16][C:17]([N:19]1[CH2:27][C:26]2[C:21](=[CH:22][CH:23]=[CH:24][CH:25]=2)[CH2:20]1)=[O:18], predict the reactants needed to synthesize it. The reactants are: [NH:1]1[CH:5]=[CH:4][C:3](B(O)O)=[N:2]1.Br[C:10]1[CH:15]=[CH:14][C:13]([NH:16][C:17]([N:19]2[CH2:27][C:26]3[C:21](=[CH:22][CH:23]=[CH:24][CH:25]=3)[CH2:20]2)=[O:18])=[C:12]([F:28])[CH:11]=1.Br[C:30]1[CH:31]=C2C(=C[CH:38]=1)CN(C(NC1C=CC(C(=O)NCCC)=CC=1)=O)C2. (7) Given the product [Br:1][C:2]1[C:3]2[C:7]([C:8]([F:11])=[CH:9][CH:10]=1)=[N:6][N:5]1[C:21]([CH:23]3[CH2:28][CH2:27][N:26]([C:29]([O:31][C:32]([CH3:35])([CH3:34])[CH3:33])=[O:30])[CH2:25][CH2:24]3)=[CH:17][C:16](=[O:15])[NH:12][C:4]=21, predict the reactants needed to synthesize it. The reactants are: [Br:1][C:2]1[CH:10]=[CH:9][C:8]([F:11])=[C:7]2[C:3]=1[C:4]([NH2:12])=[N:5][NH:6]2.CC1(C)OC(=O)[CH:17]([C:21]([CH:23]2[CH2:28][CH2:27][N:26]([C:29]([O:31][C:32]([CH3:35])([CH3:34])[CH3:33])=[O:30])[CH2:25][CH2:24]2)=O)[C:16](=O)[O:15]1.P([O-])([O-])([O-])=O.[K+].[K+].[K+].